From a dataset of Forward reaction prediction with 1.9M reactions from USPTO patents (1976-2016). Predict the product of the given reaction. (1) Given the reactants Cl[C:2]1[N:7]=[C:6]([NH:8][C:9]2[CH:14]=[CH:13][C:12]3[O:15][CH2:16][CH2:17][O:18][C:11]=3[CH:10]=2)[C:5]([F:19])=[CH:4][N:3]=1.[CH3:20][O:21][C:22]1[CH:28]=[C:27]([O:29][CH3:30])[CH:26]=[CH:25][C:23]=1[NH2:24], predict the reaction product. The product is: [CH3:20][O:21][C:22]1[CH:28]=[C:27]([O:29][CH3:30])[CH:26]=[CH:25][C:23]=1[NH:24][C:2]1[N:7]=[C:6]([NH:8][C:9]2[CH:14]=[CH:13][C:12]3[O:15][CH2:16][CH2:17][O:18][C:11]=3[CH:10]=2)[C:5]([F:19])=[CH:4][N:3]=1. (2) Given the reactants [OH:1][CH2:2][CH2:3][N:4]1[C:12](=[O:13])[C:11]2[C:6](=[CH:7][CH:8]=[CH:9][CH:10]=2)[C:5]1=[O:14].[C:15]1([N:21]=[C:22]=[O:23])[CH:20]=[CH:19][CH:18]=[CH:17][CH:16]=1, predict the reaction product. The product is: [C:15]1([NH:21][C:22](=[O:23])[O:1][CH2:2][CH2:3][N:4]2[C:5](=[O:14])[C:6]3=[CH:7][CH:8]=[CH:9][CH:10]=[C:11]3[C:12]2=[O:13])[CH:20]=[CH:19][CH:18]=[CH:17][CH:16]=1.